From a dataset of Forward reaction prediction with 1.9M reactions from USPTO patents (1976-2016). Predict the product of the given reaction. (1) Given the reactants COC1C=C(OC)C=CC=1C[N:6]([C:31]1[S:35][N:34]=[CH:33][N:32]=1)[S:7]([C:10]1[CH:15]=[C:14]([F:16])[C:13]([O:17][C@@H:18]2[CH2:23][CH2:22][CH2:21][CH2:20][C@H:19]2[C:24]2[CH:29]=[CH:28][CH:27]=[CH:26][CH:25]=2)=[CH:12][C:11]=1[F:30])(=[O:9])=[O:8].C([SiH](CC)CC)C.FC(F)(F)C(O)=O, predict the reaction product. The product is: [F:30][C:11]1[CH:12]=[C:13]([O:17][C@@H:18]2[CH2:23][CH2:22][CH2:21][CH2:20][C@H:19]2[C:24]2[CH:25]=[CH:26][CH:27]=[CH:28][CH:29]=2)[C:14]([F:16])=[CH:15][C:10]=1[S:7]([NH:6][C:31]1[S:35][N:34]=[CH:33][N:32]=1)(=[O:9])=[O:8]. (2) Given the reactants [N:1]1([C:11]([C:13]2[CH:17]=[C:16]([CH:18]3[CH2:23][CH2:22][NH:21][CH2:20][CH2:19]3)[S:15][CH:14]=2)=[O:12])[C@@H:10]2[C@@H:5]([CH2:6][CH2:7][CH2:8][CH2:9]2)[CH2:4][CH2:3][CH2:2]1.[C:24](=O)([O-:26])[O-:25].[K+].[K+].Br[CH2:31][CH2:32][OH:33], predict the reaction product. The product is: [CH:24]([O-:26])=[O:25].[OH:33][CH2:32][CH2:31][N@H+:21]1[CH2:20][CH2:19][C@@H:18]([C:16]2[S:15][CH:14]=[C:13]([C:11]([N:1]3[CH:10]4[CH:5]([CH2:6][CH2:7][CH2:8][CH2:9]4)[CH2:4][CH2:3][CH2:2]3)=[O:12])[CH:17]=2)[CH2:23][CH2:22]1. (3) Given the reactants [C:1]([O:5][C:6]([N:8]1[CH2:12][CH2:11][CH2:10][C@H:9]1[CH:13]([O:22][C:23]1[CH:24]=[C:25]2[C:29](=[CH:30][CH:31]=1)[NH:28][C:27]([CH2:32][C:33]([C:36]([O:38]CC)=[O:37])([CH3:35])[CH3:34])=[C:26]2[S:41][C:42]([CH3:45])([CH3:44])[CH3:43])[CH2:14][C:15]1[CH:20]=[CH:19][C:18]([Cl:21])=[CH:17][CH:16]=1)=[O:7])([CH3:4])([CH3:3])[CH3:2].C1COCC1.[OH-].[Li+].C(O)(=O)CC(CC(O)=O)(C(O)=O)O, predict the reaction product. The product is: [C:1]([O:5][C:6]([N:8]1[CH2:12][CH2:11][CH2:10][C@H:9]1[CH:13]([CH2:14][C:15]1[CH:16]=[CH:17][C:18]([Cl:21])=[CH:19][CH:20]=1)[O:22][C:23]1[CH:24]=[C:25]2[C:29](=[CH:30][CH:31]=1)[NH:28][C:27]([CH2:32][C:33]([C:36]([OH:38])=[O:37])([CH3:35])[CH3:34])=[C:26]2[S:41][C:42]([CH3:43])([CH3:44])[CH3:45])=[O:7])([CH3:2])([CH3:3])[CH3:4]. (4) Given the reactants [Cl:1][C:2]1[CH:3]=[C:4]([C:9]2([C:21]([F:24])([F:23])[F:22])[O:13][N:12]=[C:11]([C:14]3[CH:15]=[C:16]([CH:18]=[CH:19][CH:20]=3)[NH2:17])[CH2:10]2)[CH:5]=[C:6]([Cl:8])[CH:7]=1.[Cl:25][C:26]1[N:34]=[CH:33][CH:32]=[CH:31][C:27]=1[C:28](Cl)=[O:29].C(N(CC)CC)C.O, predict the reaction product. The product is: [Cl:1][C:2]1[CH:3]=[C:4]([C:9]2([C:21]([F:22])([F:24])[F:23])[O:13][N:12]=[C:11]([C:14]3[CH:15]=[C:16]([NH:17][C:28](=[O:29])[C:27]4[CH:31]=[CH:32][CH:33]=[N:34][C:26]=4[Cl:25])[CH:18]=[CH:19][CH:20]=3)[CH2:10]2)[CH:5]=[C:6]([Cl:8])[CH:7]=1. (5) Given the reactants [NH2:1][C:2]1[N:7]=[CH:6][N:5]=[C:4]2[N:8]([CH2:26][C@H:27]3[CH2:31][CH2:30][CH2:29][N:28]3[C:32](=[O:36])[CH2:33][C:34]#[N:35])[N:9]=[C:10]([C:11]3[CH:16]=[CH:15][C:14]([O:17][C:18]4[CH:23]=[CH:22][CH:21]=[C:20]([F:24])[C:19]=4[F:25])=[CH:13][CH:12]=3)[C:3]=12.N1[CH2:42][CH2:41][CH2:40][CH2:39]C1, predict the reaction product. The product is: [NH2:1][C:2]1[N:7]=[CH:6][N:5]=[C:4]2[N:8]([CH2:26][C@H:27]3[CH2:31][CH2:30][CH2:29][N:28]3[C:32]([C:33](=[CH:39][CH:40]3[CH2:42][CH2:41]3)[C:34]#[N:35])=[O:36])[N:9]=[C:10]([C:11]3[CH:16]=[CH:15][C:14]([O:17][C:18]4[CH:23]=[CH:22][CH:21]=[C:20]([F:24])[C:19]=4[F:25])=[CH:13][CH:12]=3)[C:3]=12.